This data is from NCI-60 drug combinations with 297,098 pairs across 59 cell lines. The task is: Regression. Given two drug SMILES strings and cell line genomic features, predict the synergy score measuring deviation from expected non-interaction effect. (1) Drug 1: COC1=NC(=NC2=C1N=CN2C3C(C(C(O3)CO)O)O)N. Drug 2: CS(=O)(=O)CCNCC1=CC=C(O1)C2=CC3=C(C=C2)N=CN=C3NC4=CC(=C(C=C4)OCC5=CC(=CC=C5)F)Cl. Cell line: K-562. Synergy scores: CSS=-39.5, Synergy_ZIP=17.7, Synergy_Bliss=1.01, Synergy_Loewe=-30.3, Synergy_HSA=-27.2. (2) Drug 1: CC1=C(C(=CC=C1)Cl)NC(=O)C2=CN=C(S2)NC3=CC(=NC(=N3)C)N4CCN(CC4)CCO. Drug 2: C1CN(CCN1C(=O)CCBr)C(=O)CCBr. Cell line: SF-295. Synergy scores: CSS=17.9, Synergy_ZIP=-7.24, Synergy_Bliss=0.560, Synergy_Loewe=-2.49, Synergy_HSA=-0.118. (3) Drug 1: C1CC(=O)NC(=O)C1N2CC3=C(C2=O)C=CC=C3N. Cell line: SNB-75. Drug 2: CC1C(C(=O)NC(C(=O)N2CCCC2C(=O)N(CC(=O)N(C(C(=O)O1)C(C)C)C)C)C(C)C)NC(=O)C3=C4C(=C(C=C3)C)OC5=C(C(=O)C(=C(C5=N4)C(=O)NC6C(OC(=O)C(N(C(=O)CN(C(=O)C7CCCN7C(=O)C(NC6=O)C(C)C)C)C)C(C)C)C)N)C. Synergy scores: CSS=7.30, Synergy_ZIP=0.0544, Synergy_Bliss=0.158, Synergy_Loewe=2.23, Synergy_HSA=0.823. (4) Drug 1: C1=CC(=CC=C1CCCC(=O)O)N(CCCl)CCCl. Drug 2: C1C(C(OC1N2C=NC3=C(N=C(N=C32)Cl)N)CO)O. Cell line: UO-31. Synergy scores: CSS=12.0, Synergy_ZIP=-6.30, Synergy_Bliss=-2.53, Synergy_Loewe=-1.08, Synergy_HSA=-0.538. (5) Drug 1: C1CC(CNC1)C2=CC=C(C=C2)N3C=C4C=CC=C(C4=N3)C(=O)N. Drug 2: COCCOC1=C(C=C2C(=C1)C(=NC=N2)NC3=CC=CC(=C3)C#C)OCCOC. Cell line: NCIH23. Synergy scores: CSS=57.6, Synergy_ZIP=-5.80, Synergy_Bliss=-6.35, Synergy_Loewe=-4.17, Synergy_HSA=-0.110. (6) Drug 1: CS(=O)(=O)C1=CC(=C(C=C1)C(=O)NC2=CC(=C(C=C2)Cl)C3=CC=CC=N3)Cl. Drug 2: C1=CC(=CC=C1CCC2=CNC3=C2C(=O)NC(=N3)N)C(=O)NC(CCC(=O)O)C(=O)O. Cell line: U251. Synergy scores: CSS=32.1, Synergy_ZIP=-2.34, Synergy_Bliss=-3.55, Synergy_Loewe=-18.0, Synergy_HSA=-1.86. (7) Drug 1: CCC1=CC2CC(C3=C(CN(C2)C1)C4=CC=CC=C4N3)(C5=C(C=C6C(=C5)C78CCN9C7C(C=CC9)(C(C(C8N6C)(C(=O)OC)O)OC(=O)C)CC)OC)C(=O)OC.C(C(C(=O)O)O)(C(=O)O)O. Drug 2: CC1=C(C=C(C=C1)NC(=O)C2=CC=C(C=C2)CN3CCN(CC3)C)NC4=NC=CC(=N4)C5=CN=CC=C5. Cell line: SF-539. Synergy scores: CSS=35.1, Synergy_ZIP=-2.49, Synergy_Bliss=-2.23, Synergy_Loewe=-1.15, Synergy_HSA=-0.161. (8) Drug 1: C1CCC(CC1)NC(=O)N(CCCl)N=O. Drug 2: C1=NC2=C(N=C(N=C2N1C3C(C(C(O3)CO)O)O)F)N. Cell line: SK-OV-3. Synergy scores: CSS=7.20, Synergy_ZIP=-4.54, Synergy_Bliss=-2.37, Synergy_Loewe=-5.56, Synergy_HSA=-3.24. (9) Drug 1: C1CN1P(=S)(N2CC2)N3CC3. Cell line: PC-3. Synergy scores: CSS=5.99, Synergy_ZIP=-4.61, Synergy_Bliss=-2.58, Synergy_Loewe=-0.891, Synergy_HSA=-0.812. Drug 2: CCN(CC)CCNC(=O)C1=C(NC(=C1C)C=C2C3=C(C=CC(=C3)F)NC2=O)C.